This data is from Forward reaction prediction with 1.9M reactions from USPTO patents (1976-2016). The task is: Predict the product of the given reaction. (1) Given the reactants [C:1]([N:8]1[CH2:13][CH2:12][CH2:11][CH:10]([S:14]C(=O)C)[CH2:9]1)([O:3][C:4]([CH3:7])([CH3:6])[CH3:5])=[O:2].C[O-].[Na+].Cl, predict the reaction product. The product is: [C:1]([N:8]1[CH2:13][CH2:12][CH2:11][CH:10]([SH:14])[CH2:9]1)([O:3][C:4]([CH3:7])([CH3:6])[CH3:5])=[O:2]. (2) Given the reactants [Cl:1][C:2]1[CH:3]=[CH:4][C:5]([N+:10]([O-:12])=[O:11])=[C:6]([CH:9]=1)[CH2:7]O.C(N(CC)CC)C.S(Cl)([Cl:22])=O, predict the reaction product. The product is: [Cl:1][C:2]1[CH:3]=[CH:4][C:5]([N+:10]([O-:12])=[O:11])=[C:6]([CH2:7][Cl:22])[CH:9]=1. (3) Given the reactants [C:1]([C:5]1[CH:13]=[C:12]([Br:14])[C:11]([CH3:15])=[C:7]([C:8]([OH:10])=O)[C:6]=1[OH:16])([CH3:4])([CH3:3])[CH3:2].[Cl:17][C:18]1[CH:24]=[C:23]([Cl:25])[CH:22]=[C:21]([N+:26]([O-:28])=[O:27])[C:19]=1[NH2:20], predict the reaction product. The product is: [Br:14][C:12]1[C:11]([CH3:15])=[C:7]([C:6]([OH:16])=[C:5]([C:1]([CH3:2])([CH3:3])[CH3:4])[CH:13]=1)[C:8]([NH:20][C:19]1[C:21]([N+:26]([O-:28])=[O:27])=[CH:22][C:23]([Cl:25])=[CH:24][C:18]=1[Cl:17])=[O:10]. (4) Given the reactants [CH3:1][C:2]1[CH:11]=[CH:10][C:9]2[C:4](=[N:5][CH:6]=[CH:7][CH:8]=2)[N:3]=1.[Li][CH3:13].O, predict the reaction product. The product is: [CH3:1][CH:2]1[CH:11]=[CH:10][C:9]2[C:4](=[N:5][C:6]([CH3:13])=[CH:7][CH:8]=2)[NH:3]1. (5) Given the reactants [Si:1]([O:8][CH2:9][C@@H:10]([NH:24][S:25]([C:28]1[CH:36]=[CH:35][C:31]2[N:32]=[CH:33][S:34][C:30]=2[CH:29]=1)(=[O:27])=[O:26])[C:11]1[S:12][C:13](/[CH:16]=[N:17]\[S:18]([C:20]([CH3:23])([CH3:22])[CH3:21])=[O:19])=[CH:14][CH:15]=1)([C:4]([CH3:7])([CH3:6])[CH3:5])([CH3:3])[CH3:2].[CH2:37](O)[CH:38]([CH3:40])[CH3:39].C(P(=CC#N)(CCCC)CCCC)CCC, predict the reaction product. The product is: [Si:1]([O:8][CH2:9][C@@H:10]([N:24]([CH2:37][CH:38]([CH3:40])[CH3:39])[S:25]([C:28]1[CH:36]=[CH:35][C:31]2[N:32]=[CH:33][S:34][C:30]=2[CH:29]=1)(=[O:27])=[O:26])[C:11]1[S:12][C:13](/[CH:16]=[N:17]\[S:18]([C:20]([CH3:21])([CH3:22])[CH3:23])=[O:19])=[CH:14][CH:15]=1)([C:4]([CH3:6])([CH3:7])[CH3:5])([CH3:3])[CH3:2]. (6) The product is: [CH2:27]([NH:29][C:30]([NH:1][C:2]1[CH:7]=[CH:6][C:5]([C:8]2[N:13]=[C:12]([N:14]3[CH2:15][CH2:16][O:17][CH2:18][CH2:19]3)[C:11]3=[CH:20][C:21]([CH2:23][N:24]([CH3:26])[CH3:25])=[CH:22][N:10]3[N:9]=2)=[CH:4][CH:3]=1)=[O:31])[CH3:28]. Given the reactants [NH2:1][C:2]1[CH:7]=[CH:6][C:5]([C:8]2[N:13]=[C:12]([N:14]3[CH2:19][CH2:18][O:17][CH2:16][CH2:15]3)[C:11]3=[CH:20][C:21]([CH2:23][N:24]([CH3:26])[CH3:25])=[CH:22][N:10]3[N:9]=2)=[CH:4][CH:3]=1.[CH2:27]([N:29]=[C:30]=[O:31])[CH3:28], predict the reaction product. (7) Given the reactants [CH:1]([C:4]1[CH:9]=[CH:8][CH:7]=[CH:6][C:5]=1[OH:10])([CH3:3])[CH3:2].CI.[C:13](=O)([O-])[O-].[K+].[K+], predict the reaction product. The product is: [CH:1]([C:4]1[CH:9]=[CH:8][CH:7]=[CH:6][C:5]=1[O:10][CH3:13])([CH3:3])[CH3:2]. (8) The product is: [CH2:1]([S:3][C:6]1[C:7]([C:12]([NH:14][C:15]2[CH:16]=[C:17]([C:25]([F:28])([F:27])[F:26])[CH:18]=[C:19]([C:21]([F:22])([F:23])[F:24])[CH:20]=2)=[O:13])=[N:8][CH:9]=[CH:10][CH:11]=1)[CH3:2]. Given the reactants [CH2:1]([S-:3])[CH3:2].[Na+].Cl[C:6]1[C:7]([C:12]([NH:14][C:15]2[CH:20]=[C:19]([C:21]([F:24])([F:23])[F:22])[CH:18]=[C:17]([C:25]([F:28])([F:27])[F:26])[CH:16]=2)=[O:13])=[N:8][CH:9]=[CH:10][CH:11]=1.CN(C=O)C, predict the reaction product.